Dataset: Full USPTO retrosynthesis dataset with 1.9M reactions from patents (1976-2016). Task: Predict the reactants needed to synthesize the given product. (1) Given the product [F:1][C:2]1[CH:21]=[CH:20][CH:19]=[C:18]([F:22])[C:3]=1[CH2:4][O:5][C:6]1[CH:7]=[C:8]([CH2:12][C:13]([OH:15])=[O:14])[CH:9]=[CH:10][CH:11]=1, predict the reactants needed to synthesize it. The reactants are: [F:1][C:2]1[CH:21]=[CH:20][CH:19]=[C:18]([F:22])[C:3]=1[CH2:4][O:5][C:6]1[CH:7]=[C:8]([CH2:12][C:13]([O:15]CC)=[O:14])[CH:9]=[CH:10][CH:11]=1.[OH-].[Na+]. (2) Given the product [C:43]([CH:41]([CH:39]([C:38]([OH:47])=[O:46])[OH:40])[OH:42])([OH:45])=[O:44].[N:1]12[CH2:8][CH2:7][CH:4]([CH2:5][CH2:6]1)[C@@H:3]([NH:9][C:10]([C:12]1[N:13]=[CH:14][C:15]3[N:16]([C:18]([C:23]#[C:22][CH3:24])=[CH:19][CH:20]=3)[CH:17]=1)=[O:11])[CH2:2]2, predict the reactants needed to synthesize it. The reactants are: [N:1]12[CH2:8][CH2:7][CH:4]([CH2:5][CH2:6]1)[C@@H:3]([NH:9][C:10]([C:12]1[N:13]=[CH:14][C:15]3[N:16]([C:18](Br)=[CH:19][CH:20]=3)[CH:17]=1)=[O:11])[CH2:2]2.[C:22](P(C(C)(C)C)C(C)(C)C)(C)([CH3:24])[CH3:23].C#CC.[C:38]([OH:47])(=[O:46])[C@H:39]([C@@H:41]([C:43]([OH:45])=[O:44])[OH:42])[OH:40].